From a dataset of Reaction yield outcomes from USPTO patents with 853,638 reactions. Predict the reaction yield, written as a fraction of the theoretical maximum amount of product (1.0 means a 100% yield; for example, 0.34 means a 34% yield). (1) The reactants are [Br-].[CH2:2]([Zn+])[C:3]1[CH:8]=[CH:7][CH:6]=[CH:5][CH:4]=1.C1COCC1.[O:15]1[C:19]2[CH:20]=[CH:21][C:22]([C:24]3([C:27]([NH:29][C:30]4[CH:35]=[N:34][CH:33]=[C:32](Cl)[N:31]=4)=[O:28])[CH2:26][CH2:25]3)=[CH:23][C:18]=2[O:17][CH2:16]1. The catalyst is C1C=CC(P(C2C=CC=CC=2)[C-]2C=CC=C2)=CC=1.C1C=CC(P(C2C=CC=CC=2)[C-]2C=CC=C2)=CC=1.Cl[Pd]Cl.[Fe+2]. The product is [O:15]1[C:19]2[CH:20]=[CH:21][C:22]([C:24]3([C:27]([NH:29][C:30]4[CH:35]=[N:34][CH:33]=[C:32]([CH2:2][C:3]5[CH:8]=[CH:7][CH:6]=[CH:5][CH:4]=5)[N:31]=4)=[O:28])[CH2:26][CH2:25]3)=[CH:23][C:18]=2[O:17][CH2:16]1. The yield is 0.0540. (2) The reactants are Br[C:2]1[CH:3]=[C:4]2[C:13](=[CH:14][C:15]=1[C:16]([F:19])([F:18])[F:17])[O:12][CH2:11][C:10]1[N:5]2[CH:6]([CH3:29])[C:7](=[O:28])[N:8]([CH2:20][O:21][CH2:22][CH2:23][Si:24]([CH3:27])([CH3:26])[CH3:25])[N:9]=1.[C:30]([O:34][C:35]([N:37]1[CH2:40][C:39](=[CH2:41])[CH2:38]1)=[O:36])([CH3:33])([CH3:32])[CH3:31].CC1C(P(C2C(C)=CC=CC=2)C2C(C)=CC=CC=2)=CC=CC=1.C(N(CC)CC)C. The catalyst is CC#N.CC([O-])=O.CC([O-])=O.[Pd+2]. The product is [C:30]([O:34][C:35]([N:37]1[CH2:40][C:39](=[CH:41][C:2]2[CH:3]=[C:4]3[C:13](=[CH:14][C:15]=2[C:16]([F:18])([F:17])[F:19])[O:12][CH2:11][C:10]2[N:5]3[CH:6]([CH3:29])[C:7](=[O:28])[N:8]([CH2:20][O:21][CH2:22][CH2:23][Si:24]([CH3:25])([CH3:26])[CH3:27])[N:9]=2)[CH2:38]1)=[O:36])([CH3:33])([CH3:32])[CH3:31]. The yield is 0.200. (3) The reactants are [CH3:1][O:2][C:3](=[O:16])[C:4]1[CH:9]=[C:8](I)[C:7]([C:11]([F:14])([F:13])[F:12])=[CH:6][C:5]=1[NH2:15].[CH2:17]([O:20][CH:21]1[CH2:26][CH2:25][CH2:24][CH2:23][O:22]1)[C:18]#[CH:19]. The catalyst is O1CCOCC1.CCN(CC)CC.[Cu](I)I.C1(C=CC=CC=1)[P](C1C=CC=CC=1)(C1C=CC=CC=1)[Pd][P](C1C=CC=CC=1)(C1C=CC=CC=1)C1C=CC=CC=1. The product is [CH3:1][O:2][C:3](=[O:16])[C:4]1[CH:9]=[C:8]([C:19]#[C:18][CH2:17][O:20][CH:21]2[CH2:26][CH2:25][CH2:24][CH2:23][O:22]2)[C:7]([C:11]([F:14])([F:13])[F:12])=[CH:6][C:5]=1[NH2:15]. The yield is 0.720. (4) The reactants are Cl[CH2:2][C:3]1[CH:4]=[N:5][N:6]([CH3:8])[CH:7]=1.[CH2:9]([S-:11])[CH3:10].[Na+]. The catalyst is CN(C)C=O. The product is [CH2:9]([S:11][CH2:2][C:3]1[CH:4]=[N:5][N:6]([CH3:8])[CH:7]=1)[CH3:10]. The yield is 0.790. (5) The reactants are Br[CH2:2][C@H:3]1[CH2:12][CH2:11][C:10]2[C:5](=[CH:6][CH:7]=[CH:8][CH:9]=2)[O:4]1.[N-:13]=[N+:14]=[N-:15].[Na+]. The catalyst is CN(C=O)C. The product is [N:13]([CH2:2][C@H:3]1[CH2:12][CH2:11][C:10]2[C:5](=[CH:6][CH:7]=[CH:8][CH:9]=2)[O:4]1)=[N+:14]=[N-:15]. The yield is 0.990. (6) The reactants are [N:1]1[C:6]([NH2:7])=[CH:5][CH:4]=[CH:3][C:2]=1[NH2:8].[CH3:9][CH:10]([CH3:19])[C:11](=O)[CH2:12][C:13](OCC)=[O:14]. The catalyst is C1(OC2C=CC=CC=2)C=CC=CC=1. The product is [NH2:7][C:6]1[N:1]=[C:2]2[C:3]([C:13](=[O:14])[CH:12]=[C:11]([CH:10]([CH3:19])[CH3:9])[NH:8]2)=[CH:4][CH:5]=1. The yield is 0.354. (7) The reactants are [C:1]([C:4]1[CH:5]=[C:6]([NH:11][CH:12](C2C=CC(OC)=C(OC)C=2)[C:13]([OH:15])=[O:14])[CH:7]=[CH:8][C:9]=1[F:10])(=[O:3])[NH2:2].NC1C=C(C(F)=CC=1)C(N)=O.[CH2:37]([O:39][C:40]1[CH:41]=[C:42](B(O)O)[CH:43]=[CH:44][C:45]=1[O:46][CH:47]([CH3:49])[CH3:48])[CH3:38].O.C(O)(=O)C=O. No catalyst specified. The product is [C:1]([C:4]1[CH:5]=[C:6]([NH:11][CH:12]([C:42]2[CH:43]=[CH:44][C:45]([O:46][CH:47]([CH3:49])[CH3:48])=[C:40]([O:39][CH2:37][CH3:38])[CH:41]=2)[C:13]([OH:15])=[O:14])[CH:7]=[CH:8][C:9]=1[F:10])(=[O:3])[NH2:2]. The yield is 0.550. (8) The reactants are [Cl:1][C:2]1[C:7]([C:8]([OH:10])=O)=[CH:6][CH:5]=[C:4]([N:11]2[CH:15]=[CH:14][C:13]([O:16][CH2:17][C:18]([CH3:21])([CH3:20])[CH3:19])=[N:12]2)[N:3]=1.C(C1NC=CN=1)(C1NC=CN=1)=O.[N:34]1([C:40]2[N:45]=[C:44]([S:46]([NH2:49])(=[O:48])=[O:47])[CH:43]=[CH:42][CH:41]=2)[CH2:39][CH2:38][CH2:37][CH2:36][CH2:35]1.[H-].[Na+].C(O)(=O)C. The catalyst is CN(C=O)C.CCOC(C)=O. The product is [Cl:1][C:2]1[C:7]([C:8]([NH:49][S:46]([C:44]2[CH:43]=[CH:42][CH:41]=[C:40]([N:34]3[CH2:39][CH2:38][CH2:37][CH2:36][CH2:35]3)[N:45]=2)(=[O:47])=[O:48])=[O:10])=[CH:6][CH:5]=[C:4]([N:11]2[CH:15]=[CH:14][C:13]([O:16][CH2:17][C:18]([CH3:21])([CH3:20])[CH3:19])=[N:12]2)[N:3]=1. The yield is 0.820. (9) The reactants are [Cl:1][CH2:2][C:3]([CH2:5]Cl)=O.[Cl:7][C:8]1[CH:9]=[CH:10][C:11]([NH2:14])=[N:12][CH:13]=1. The catalyst is C(#N)C. The product is [Cl:7][C:8]1[CH:9]=[CH:10][C:11]2[N:12]([CH:5]=[C:3]([CH2:2][Cl:1])[N:14]=2)[CH:13]=1. The yield is 0.300.